This data is from Forward reaction prediction with 1.9M reactions from USPTO patents (1976-2016). The task is: Predict the product of the given reaction. (1) Given the reactants [H-].[Na+].[F:3][C:4]([F:14])([F:13])[C:5]1[CH:10]=[CH:9][C:8]([CH2:11][OH:12])=[CH:7][CH:6]=1.Cl[C:16]1[CH:21]=[CH:20][N+:19]([O-:22])=[CH:18][CH:17]=1, predict the reaction product. The product is: [F:3][C:4]([F:13])([F:14])[C:5]1[CH:6]=[CH:7][C:8]([CH2:11][O:12][C:16]2[CH:21]=[CH:20][N+:19]([O-:22])=[CH:18][CH:17]=2)=[CH:9][CH:10]=1. (2) Given the reactants [Cl:1][C:2]1[CH:22]=[C:21]([Cl:23])[CH:20]=[CH:19][C:3]=1[CH2:4][NH:5][CH2:6][CH:7]([C:9]1[CH:14]=[CH:13][CH:12]=[CH:11][C:10]=1[NH:15]C(=O)C)[OH:8].C[O-].[Na+].Cl, predict the reaction product. The product is: [NH2:15][C:10]1[CH:11]=[CH:12][CH:13]=[CH:14][C:9]=1[CH:7]([OH:8])[CH2:6][NH:5][CH2:4][C:3]1[CH:19]=[CH:20][C:21]([Cl:23])=[CH:22][C:2]=1[Cl:1]. (3) Given the reactants [CH3:1][O:2][C:3]1[CH:4]=[C:5]([CH:16]=[CH:17][C:18]=1[O:19][CH2:20][C:21]1[N:22]=[C:23]([C:27]2[CH:32]=[CH:31][CH:30]=[CH:29][CH:28]=2)[O:24][C:25]=1[CH3:26])[CH2:6][O:7][C:8]1[C:12]([CH:13]=[O:14])=[CH:11][N:10]([CH3:15])[N:9]=1.[CH3:33][Mg]Br.Cl, predict the reaction product. The product is: [CH3:1][O:2][C:3]1[CH:4]=[C:5]([CH:16]=[CH:17][C:18]=1[O:19][CH2:20][C:21]1[N:22]=[C:23]([C:27]2[CH:28]=[CH:29][CH:30]=[CH:31][CH:32]=2)[O:24][C:25]=1[CH3:26])[CH2:6][O:7][C:8]1[C:12]([CH:13]([OH:14])[CH3:33])=[CH:11][N:10]([CH3:15])[N:9]=1. (4) Given the reactants C([O:4][C@H:5]1[CH2:9][CH2:8][N:7]([C:10]2[CH:15]=[CH:14][CH:13]=[CH:12][CH:11]=2)[CH2:6]1)(=O)C.[Li+].[OH-], predict the reaction product. The product is: [C:10]1([N:7]2[CH2:8][CH2:9][C@H:5]([OH:4])[CH2:6]2)[CH:15]=[CH:14][CH:13]=[CH:12][CH:11]=1.